From a dataset of Forward reaction prediction with 1.9M reactions from USPTO patents (1976-2016). Predict the product of the given reaction. Given the reactants Cl[C:2]1[N:7]2[N:8]=[CH:9][CH:10]=[C:6]2[N:5]=[C:4]([NH:11][C:12](=[O:23])[C:13]2[CH:18]=[CH:17][C:16]([C:19]([OH:22])([CH3:21])[CH3:20])=[CH:15][CH:14]=2)[CH:3]=1.O1[CH2:29][CH2:28][O:27][CH2:26][CH2:25]1, predict the reaction product. The product is: [O:27]1[C:28]2[CH:29]=[CH:12][C:13]([C:2]3[N:7]4[N:8]=[CH:9][CH:10]=[C:6]4[N:5]=[C:4]([NH:11][C:12](=[O:23])[C:13]4[CH:18]=[CH:17][C:16]([C:19]([OH:22])([CH3:21])[CH3:20])=[CH:15][CH:14]=4)[CH:3]=3)=[CH:14][C:15]=2[CH2:25][CH2:26]1.